This data is from Catalyst prediction with 721,799 reactions and 888 catalyst types from USPTO. The task is: Predict which catalyst facilitates the given reaction. (1) Reactant: Cl.[Cl:2][C:3]1[CH:8]=[CH:7][C:6]([F:9])=[CH:5][C:4]=1[NH:10][NH2:11].C(=O)([O-])[O-].[K+].[K+].[C:18](OCC)(=[O:26])[C:19]#[C:20][C:21]([O:23][CH2:24][CH3:25])=[O:22].Cl. Product: [Cl:2][C:3]1[CH:8]=[CH:7][C:6]([F:9])=[CH:5][C:4]=1[N:10]1[C:18]([OH:26])=[CH:19][C:20]([C:21]([O:23][CH2:24][CH3:25])=[O:22])=[N:11]1. The catalyst class is: 8. (2) Reactant: [N+:1]([C:4]1[C:12]([NH:13]C(=O)C)=[CH:11][CH:10]=[C:9]2[C:5]=1[CH2:6][CH2:7][CH2:8]2)([O-:3])=[O:2]. Product: [N+:1]([C:4]1[C:12]([NH2:13])=[CH:11][CH:10]=[C:9]2[C:5]=1[CH2:6][CH2:7][CH2:8]2)([O-:3])=[O:2]. The catalyst class is: 126. (3) Reactant: [CH:1]1([C@H:4]([NH:6][C:7]2[N:12]=[C:11]([NH:13][C@@H:14]([CH:16]3[CH2:18][CH2:17]3)[CH3:15])[N:10]=[C:9]([C:19]3[CH:24]=[CH:23][CH:22]=[C:21]([O:25]C)[N:20]=3)[N:8]=2)[CH3:5])[CH2:3][CH2:2]1.[Na+].[I-].C[Si](Cl)(C)C. Product: [CH:1]1([C@H:4]([NH:6][C:7]2[N:12]=[C:11]([NH:13][C@@H:14]([CH:16]3[CH2:17][CH2:18]3)[CH3:15])[N:10]=[C:9]([C:19]3[N:20]=[C:21]([OH:25])[CH:22]=[CH:23][CH:24]=3)[N:8]=2)[CH3:5])[CH2:2][CH2:3]1. The catalyst class is: 23. (4) Reactant: C([Si](C)(C)[O:6][C:7]1([CH:10]2[N:15]([S:16]([C:19]3[CH:24]=[CH:23][C:22]([Cl:25])=[CH:21][CH:20]=3)(=[O:18])=[O:17])[CH:14]([C:26]3[CH:27]=[N:28][CH:29]=[CH:30][CH:31]=3)[CH2:13][CH2:12][CH2:11]2)[CH2:9][CH2:8]1)(C)(C)C.CCCC[N+](CCCC)(CCCC)CCCC.[F-]. Product: [Cl:25][C:22]1[CH:21]=[CH:20][C:19]([S:16]([N:15]2[CH:10]([C:7]3([OH:6])[CH2:9][CH2:8]3)[CH2:11][CH2:12][CH2:13][CH:14]2[C:26]2[CH:27]=[N:28][CH:29]=[CH:30][CH:31]=2)(=[O:18])=[O:17])=[CH:24][CH:23]=1. The catalyst class is: 1. (5) Reactant: [F:1][C:2]1[CH:7]=[CH:6][C:5]([C:8]([C:10]2[CH:15]=[CH:14][C:13]([OH:16])=[CH:12][CH:11]=2)=[O:9])=[CH:4][CH:3]=1.Cl[CH2:18][CH2:19][OH:20].C(=O)([O-])[O-].[K+].[K+].[I-].[K+].Cl. Product: [F:1][C:2]1[CH:7]=[CH:6][C:5]([C:8]([C:10]2[CH:15]=[CH:14][C:13]([O:16][CH2:18][CH2:19][OH:20])=[CH:12][CH:11]=2)=[O:9])=[CH:4][CH:3]=1. The catalyst class is: 288. (6) Reactant: [O:1]1[C:5]2[CH:6]=[CH:7][C:8]([C:10]3[NH:14][CH:13]=[N:12][C:11]=3[C:15]3[CH:20]=[CH:19][CH:18]=[C:17](Br)[N:16]=3)=[CH:9][C:4]=2[O:3][CH2:2]1.[NH2:22][C:23]1[CH:28]=[CH:27][CH:26]=[CH:25][CH:24]=1.C[Al](C)C.[OH-].[Na+]. The catalyst class is: 11. Product: [O:1]1[C:5]2[CH:6]=[CH:7][C:8]([C:10]3[NH:14][CH:13]=[N:12][C:11]=3[C:15]3[N:16]=[C:17]([NH:22][C:23]4[CH:28]=[CH:27][CH:26]=[CH:25][CH:24]=4)[CH:18]=[CH:19][CH:20]=3)=[CH:9][C:4]=2[O:3][CH2:2]1. (7) Reactant: [O:1]=[S:2]1[C:8]2[CH:9]=[CH:10][CH:11]=[CH:12][C:7]=2[CH2:6][N:5]([C:13]2[N:18]=[C:17]([NH:19][C@H:20]3[C@H:24]([F:25])[CH2:23][N:22](C(OCC4C=CC=CC=4)=O)[CH2:21]3)[C:16]3[S:36][C:37]([CH3:39])=[CH:38][C:15]=3[N:14]=2)[CH2:4][CH2:3]1.[OH-].[K+]. Product: [F:25][C@@H:24]1[CH2:23][NH:22][CH2:21][C@H:20]1[NH:19][C:17]1[C:16]2[S:36][C:37]([CH3:39])=[CH:38][C:15]=2[N:14]=[C:13]([N:5]2[CH2:6][C:7]3[CH:12]=[CH:11][CH:10]=[CH:9][C:8]=3[S:2](=[O:1])[CH2:3][CH2:4]2)[N:18]=1. The catalyst class is: 5.